From a dataset of Full USPTO retrosynthesis dataset with 1.9M reactions from patents (1976-2016). Predict the reactants needed to synthesize the given product. (1) Given the product [F:1][C:2]1[CH:3]=[CH:4][C:5]([OH:28])=[C:6]([CH3:27])[C:7]=1[NH:8][CH2:9][C:10]1[CH:15]=[C:14]([C:16]2[CH:21]=[CH:20][CH:19]=[C:18]([F:22])[CH:17]=2)[CH:13]=[C:12]([CH3:23])[C:11]=1[O:24][CH3:25], predict the reactants needed to synthesize it. The reactants are: [F:1][C:2]1[C:7]([NH:8][C:9](=O)[C:10]2[CH:15]=[C:14]([C:16]3[CH:21]=[CH:20][CH:19]=[C:18]([F:22])[CH:17]=3)[CH:13]=[C:12]([CH3:23])[C:11]=2[O:24][CH3:25])=[C:6]([CH3:27])[C:5]([OH:28])=[CH:4][CH:3]=1.O. (2) Given the product [C:1]([O:5][C:6](=[O:7])[NH:8][CH:9]1[CH2:13][CH:14]([CH2:15][I:18])[O:11][C:10]1=[O:12])([CH3:4])([CH3:3])[CH3:2], predict the reactants needed to synthesize it. The reactants are: [C:1]([O:5][C:6]([NH:8][C@@H:9]([C:13](C)(C)[CH:14]=[CH2:15])[C:10]([OH:12])=[O:11])=[O:7])([CH3:4])([CH3:3])[CH3:2].[I:18]I.C([O-])(O)=O.[Na+].[O-]S([O-])(=S)=O.[Na+].[Na+]. (3) Given the product [CH2:1]([N:8]1[C:16]2[C@:15]3([CH3:20])[C:17]([CH3:18])([CH3:19])[C@@H:12]([CH2:13][CH2:14]3)[C:11]=2[C:10](=[O:21])[N:9]1[CH2:23][C:24]1[N:25]=[C:26]([CH3:29])[S:27][CH:28]=1)[C:2]1[CH:3]=[CH:4][CH:5]=[CH:6][CH:7]=1, predict the reactants needed to synthesize it. The reactants are: [CH2:1]([N:8]1[C:16]2[C@:15]3([CH3:20])[C:17]([CH3:19])([CH3:18])[C@@H:12]([CH2:13][CH2:14]3)[C:11]=2[C:10](=[O:21])[NH:9]1)[C:2]1[CH:7]=[CH:6][CH:5]=[CH:4][CH:3]=1.Cl[CH2:23][C:24]1[N:25]=[C:26]([CH3:29])[S:27][CH:28]=1. (4) Given the product [F:30][C:2]1([F:1])[CH2:7][CH2:6][N:5]([C:8]([C:10]2[N:11]([C:35]3[CH:36]=[CH:37][C:32]([CH3:31])=[CH:33][CH:34]=3)[C:12]3[C:17]([CH:18]=2)=[CH:16][C:15]([C:19]([N:21]2[CH2:22][CH2:23][N:24]([CH:27]([CH3:28])[CH3:29])[CH2:25][CH2:26]2)=[O:20])=[CH:14][CH:13]=3)=[O:9])[CH2:4][CH2:3]1, predict the reactants needed to synthesize it. The reactants are: [F:1][C:2]1([F:30])[CH2:7][CH2:6][N:5]([C:8]([C:10]2[NH:11][C:12]3[C:17]([CH:18]=2)=[CH:16][C:15]([C:19]([N:21]2[CH2:26][CH2:25][N:24]([CH:27]([CH3:29])[CH3:28])[CH2:23][CH2:22]2)=[O:20])=[CH:14][CH:13]=3)=[O:9])[CH2:4][CH2:3]1.[CH3:31][C:32]1[CH:37]=[CH:36][C:35](B(O)O)=[CH:34][CH:33]=1.N1C=CC=CC=1. (5) Given the product [CH:1]1([N:4]([C:5]([C@@H:7]2[O:12][CH2:11][CH2:10][NH:9][CH2:8]2)=[O:6])[C@@H:20]([C:22]2[N:23]=[C:24]([O:35][CH:36]([CH3:38])[CH3:37])[N:25]([CH2:27][CH2:28][CH2:29][NH:30][C:31](=[O:32])[O:33][CH3:34])[CH:26]=2)[CH3:21])[CH2:2][CH2:3]1, predict the reactants needed to synthesize it. The reactants are: [CH:1]1([N:4]([C@@H:20]([C:22]2[N:23]=[C:24]([O:35][CH:36]([CH3:38])[CH3:37])[N:25]([CH2:27][CH2:28][CH2:29][NH:30][C:31]([O:33][CH3:34])=[O:32])[CH:26]=2)[CH3:21])[C:5]([C@@H:7]2[O:12][CH2:11][CH2:10][N:9](C(OC(C)(C)C)=O)[CH2:8]2)=[O:6])[CH2:3][CH2:2]1.FC(F)(F)C(O)=O. (6) Given the product [CH3:4][N:5]1[C:13]2[C:8](=[CH:9][CH:10]=[CH:11][CH:12]=2)[C:7]([C:14]2[C:19](=[O:20])[N:18]([CH3:21])[C:16](=[O:17])[C:15]=2[C:36]2[CH:35]=[CH:34][CH:39]=[CH:38][CH:37]=2)=[CH:6]1, predict the reactants needed to synthesize it. The reactants are: C(Cl)Cl.[CH3:4][N:5]1[C:13]2[C:8](=[CH:9][CH:10]=[CH:11][CH:12]=2)[C:7]([C:14]2[C:19](=[O:20])[N:18]([CH3:21])[C:16](=[O:17])[C:15]=2Br)=[CH:6]1.ClS(O)(=O)=O.CC(C)C(N)=O.[CH3:34][CH2:35][CH2:36][CH2:37][CH2:38][CH3:39]. (7) The reactants are: [F:1][C:2]([F:44])([F:43])[C:3]1[CH:4]=[C:5]([C:13]([CH3:42])([CH3:41])[C:14]([N:16]([CH3:40])[C:17]2[C:18]([C:32]3[CH:37]=[CH:36][C:35]([F:38])=[CH:34][C:33]=3[CH3:39])=[CH:19][C:20]([C@H:23]3[NH:27][C@@:26]([CH3:31])([C:28]([NH2:30])=[O:29])[CH2:25][CH2:24]3)=[N:21][CH:22]=2)=[O:15])[CH:6]=[C:7]([C:9]([F:12])([F:11])[F:10])[CH:8]=1.[ClH:45]. Given the product [ClH:45].[F:44][C:2]([F:1])([F:43])[C:3]1[CH:4]=[C:5]([C:13]([CH3:41])([CH3:42])[C:14]([N:16]([CH3:40])[C:17]2[C:18]([C:32]3[CH:37]=[CH:36][C:35]([F:38])=[CH:34][C:33]=3[CH3:39])=[CH:19][C:20]([C@H:23]3[NH:27][C@@:26]([CH3:31])([C:28]([NH2:30])=[O:29])[CH2:25][CH2:24]3)=[N:21][CH:22]=2)=[O:15])[CH:6]=[C:7]([C:9]([F:10])([F:11])[F:12])[CH:8]=1, predict the reactants needed to synthesize it. (8) Given the product [Br:1][C:2]1[CH:11]=[CH:10][C:5]2[N:6]=[C:7]([NH:16][CH2:15][CH2:14][F:13])[S:8][C:4]=2[CH:3]=1, predict the reactants needed to synthesize it. The reactants are: [Br:1][C:2]1[CH:11]=[CH:10][C:5]2[N:6]=[C:7](Cl)[S:8][C:4]=2[CH:3]=1.Cl.[F:13][CH2:14][CH2:15][NH2:16].